From a dataset of Forward reaction prediction with 1.9M reactions from USPTO patents (1976-2016). Predict the product of the given reaction. Given the reactants Cl[C:2]1[N:10]=[C:9]([I:11])[N:8]=[C:7]2[C:3]=1[N:4]=[CH:5][N:6]2[CH:12]([CH3:14])[CH3:13].[CH2:15]([O:17][P:18]([C:23]([C:29]1[CH:34]=[CH:33][C:32]([NH2:35])=[CH:31][CH:30]=1)([O:26][CH2:27][CH3:28])[PH2:24]=[O:25])(=[O:22])[O:19][CH2:20][CH3:21])[CH3:16].CCN(C(C)C)C(C)C, predict the reaction product. The product is: [CH2:15]([O:17][P:18]([C:23]([O:26][CH2:27][CH3:28])([C:29]1[CH:30]=[CH:31][C:32]([NH:35][C:2]2[N:10]=[C:9]([I:11])[N:8]=[C:7]3[C:3]=2[N:4]=[CH:5][N:6]3[CH:12]([CH3:14])[CH3:13])=[CH:33][CH:34]=1)[PH2:24]=[O:25])(=[O:22])[O:19][CH2:20][CH3:21])[CH3:16].